Predict the product of the given reaction. From a dataset of Forward reaction prediction with 1.9M reactions from USPTO patents (1976-2016). (1) The product is: [F:1][CH:2]([CH2:13][N:14]1[CH:18]=[C:17]([NH:19][C:20](=[O:28])[CH2:21][C:22]2[CH:27]=[CH:26][CH:25]=[CH:24][N:23]=2)[N:16]=[N:15]1)[CH2:3][CH2:4][N:5]1[CH:9]=[C:8]([C:10]([NH:39][CH2:38][C:34]2[CH:35]=[CH:36][CH:37]=[C:32]([O:31][C:30]([F:29])([F:40])[F:41])[CH:33]=2)=[O:12])[N:7]=[N:6]1. Given the reactants [F:1][CH:2]([CH2:13][N:14]1[CH:18]=[C:17]([NH:19][C:20](=[O:28])[CH2:21][C:22]2[CH:27]=[CH:26][CH:25]=[CH:24][N:23]=2)[N:16]=[N:15]1)[CH2:3][CH2:4][N:5]1[CH:9]=[C:8]([C:10]([OH:12])=O)[N:7]=[N:6]1.[F:29][C:30]([F:41])([F:40])[O:31][C:32]1[CH:33]=[C:34]([CH2:38][NH2:39])[CH:35]=[CH:36][CH:37]=1.CN(C(ON1N=NC2C=CC=NC1=2)=[N+](C)C)C.F[P-](F)(F)(F)(F)F.CCN(C(C)C)C(C)C, predict the reaction product. (2) Given the reactants [CH:1]1([N:7]2[CH2:13][C:12]([F:15])([F:14])[C:11](=[O:16])[N:10]([CH3:17])[C:9]3[CH:18]=[N:19][C:20]([NH:22][C:23]4[CH:31]=[CH:30][C:26]([C:27]([OH:29])=O)=[CH:25][CH:24]=4)=[N:21][C:8]2=3)[CH2:6][CH2:5][CH2:4][CH2:3][CH2:2]1.[CH2:32]([N:34](CC)CC)C.F[P-](F)(F)(F)(F)F.CN(C(N(C)C)=[N+]1C2C(=NC=CC=2)[N+]([O-])=N1)C.Cl.CN, predict the reaction product. The product is: [CH:1]1([N:7]2[CH2:13][C:12]([F:15])([F:14])[C:11](=[O:16])[N:10]([CH3:17])[C:9]3[CH:18]=[N:19][C:20]([NH:22][C:23]4[CH:31]=[CH:30][C:26]([C:27]([NH:34][CH3:32])=[O:29])=[CH:25][CH:24]=4)=[N:21][C:8]2=3)[CH2:2][CH2:3][CH2:4][CH2:5][CH2:6]1. (3) Given the reactants Cl[C:2]1[N:7]=[C:6]([Cl:8])[N:5]=[CH:4][N:3]=1.[NH2:9][C:10]1[CH:15]=[CH:14][C:13]([N:16]2[CH2:21][CH2:20][O:19][CH2:18][C@H:17]2[CH2:22][OH:23])=[CH:12][CH:11]=1.C(N(CC)C(C)C)(C)C, predict the reaction product. The product is: [Cl:8][C:6]1[N:5]=[CH:4][N:3]=[C:2]([NH:9][C:10]2[CH:11]=[CH:12][C:13]([N:16]3[CH2:21][CH2:20][O:19][CH2:18][C@H:17]3[CH2:22][OH:23])=[CH:14][CH:15]=2)[N:7]=1.